From a dataset of Reaction yield outcomes from USPTO patents with 853,638 reactions. Predict the reaction yield, written as a fraction of the theoretical maximum amount of product (1.0 means a 100% yield; for example, 0.34 means a 34% yield). The reactants are [N:1]([CH:4]([C:10]1[N:14]([CH2:15][C:16]2[CH:21]=[CH:20][C:19]([O:22][CH3:23])=[CH:18][CH:17]=2)[N:13]=[CH:12][CH:11]=1)[CH:5]([CH2:8][CH3:9])[CH2:6][CH3:7])=[N+]=[N-]. The catalyst is CO.[Pd]. The product is [CH2:8]([CH:5]([CH2:6][CH3:7])[CH:4]([NH2:1])[C:10]1[N:14]([CH2:15][C:16]2[CH:17]=[CH:18][C:19]([O:22][CH3:23])=[CH:20][CH:21]=2)[N:13]=[CH:12][CH:11]=1)[CH3:9]. The yield is 0.930.